This data is from Reaction yield outcomes from USPTO patents with 853,638 reactions. The task is: Predict the reaction yield, written as a fraction of the theoretical maximum amount of product (1.0 means a 100% yield; for example, 0.34 means a 34% yield). (1) The reactants are [Cl:1][C:2]1[CH:7]=[CH:6][CH:5]=[CH:4][C:3]=1[C:8]1[NH:9][C:10]([CH3:20])=[C:11]([C:13]([O:15][C:16]([CH3:19])([CH3:18])[CH3:17])=[O:14])[N:12]=1.F[C:22]1[CH:27]=[CH:26][C:25]([N+:28]([O-:30])=[O:29])=[CH:24][CH:23]=1.C(=O)([O-])[O-].[K+].[K+]. The catalyst is CN(C=O)C.O. The product is [Cl:1][C:2]1[CH:7]=[CH:6][CH:5]=[CH:4][C:3]=1[C:8]1[N:9]([C:22]2[CH:27]=[CH:26][C:25]([N+:28]([O-:30])=[O:29])=[CH:24][CH:23]=2)[C:10]([CH3:20])=[C:11]([C:13]([O:15][C:16]([CH3:17])([CH3:19])[CH3:18])=[O:14])[N:12]=1. The yield is 0.730. (2) The reactants are [Li+].CC([N-][CH:6]([CH3:8])[CH3:7])C.[CH2:9]([O:11][C:12](=[O:17])[CH2:13][CH2:14][CH:15]=[CH2:16])[CH3:10].Br[CH2:19]C(C)=C. The catalyst is C1COCC1. The product is [CH2:9]([O:11][C:12](=[O:17])[CH:13]([CH2:8][CH:6]=[CH2:7])[CH2:14][C:15]([CH3:19])=[CH2:16])[CH3:10]. The yield is 1.00.